Dataset: Full USPTO retrosynthesis dataset with 1.9M reactions from patents (1976-2016). Task: Predict the reactants needed to synthesize the given product. (1) Given the product [F:12][C:9]([F:11])([F:10])[C:7]1[CH:6]=[C:5]([C:13]2[N:17]=[CH:16][N:15](/[CH:18]=[CH:19]\[C:20]([NH:32][NH:31][C:29](=[S:30])[NH:28][CH:25]3[CH2:27][CH2:26]3)=[O:21])[N:14]=2)[CH:4]=[C:3]([C:2]([F:24])([F:1])[F:23])[CH:8]=1, predict the reactants needed to synthesize it. The reactants are: [F:1][C:2]([F:24])([F:23])[C:3]1[CH:4]=[C:5]([C:13]2[N:17]=[CH:16][N:15](/[CH:18]=[CH:19]\[C:20](O)=[O:21])[N:14]=2)[CH:6]=[C:7]([C:9]([F:12])([F:11])[F:10])[CH:8]=1.[CH:25]1([NH:28][C:29]([NH:31][NH2:32])=[S:30])[CH2:27][CH2:26]1.C(P1(=O)OP(CCC)(=O)OP(CCC)(=O)O1)CC.CCN(C(C)C)C(C)C. (2) Given the product [Cl:8][C:5]1[CH:6]=[CH:7][C:2]([NH:1][CH:9]=[O:10])=[N:3][CH:4]=1, predict the reactants needed to synthesize it. The reactants are: [NH2:1][C:2]1[CH:7]=[CH:6][C:5]([Cl:8])=[CH:4][N:3]=1.[CH:9](O)=[O:10].